Dataset: Full USPTO retrosynthesis dataset with 1.9M reactions from patents (1976-2016). Task: Predict the reactants needed to synthesize the given product. Given the product [CH2:1]([O:3][C:4](=[O:17])[C:5]([CH3:7])([O:8][C:9]1[CH:10]=[CH:11][C:12]([CH2:15][NH:16][C:26](=[O:27])[CH2:25][C:24]2[C:19]([CH3:18])=[N:20][C:21]([C:29]3[CH:34]=[CH:33][C:32]([C:35]([F:36])([F:38])[F:37])=[CH:31][CH:30]=3)=[CH:22][CH:23]=2)=[CH:13][CH:14]=1)[CH3:6])[CH3:2], predict the reactants needed to synthesize it. The reactants are: [CH2:1]([O:3][C:4](=[O:17])[C:5]([O:8][C:9]1[CH:14]=[CH:13][C:12]([CH2:15][NH2:16])=[CH:11][CH:10]=1)([CH3:7])[CH3:6])[CH3:2].[CH3:18][C:19]1[C:24]([CH2:25][C:26](O)=[O:27])=[CH:23][CH:22]=[C:21]([C:29]2[CH:34]=[CH:33][C:32]([C:35]([F:38])([F:37])[F:36])=[CH:31][CH:30]=2)[N:20]=1.